Task: Predict the product of the given reaction.. Dataset: Forward reaction prediction with 1.9M reactions from USPTO patents (1976-2016) (1) Given the reactants [CH2:1]([O:8][C:9]1[CH:10]=[C:11]2[C:16](=[CH:17][C:18]=1[O:19][CH3:20])[CH:15]([CH2:21]S(C1N(C3C=CC=CC=3)N=NN=1)(=O)=O)[N:14](C(OC(C)(C)C)=O)[CH2:13][CH2:12]2)[C:2]1[CH:7]=[CH:6][CH:5]=[CH:4][CH:3]=1.[CH3:43][S:44]([C:47]1[CH:48]=[C:49]([CH:52]=[CH:53][CH:54]=1)[CH:50]=O)(=[O:46])=[O:45].C[Si]([N-][Si](C)(C)C)(C)C.[Li+], predict the reaction product. The product is: [CH2:1]([O:8][C:9]1[CH:10]=[C:11]2[C:16](=[CH:17][C:18]=1[O:19][CH3:20])[CH:15](/[CH:21]=[CH:50]/[C:49]1[CH:52]=[CH:53][CH:54]=[C:47]([S:44]([CH3:43])(=[O:46])=[O:45])[CH:48]=1)[NH:14][CH2:13][CH2:12]2)[C:2]1[CH:3]=[CH:4][CH:5]=[CH:6][CH:7]=1. (2) Given the reactants Br[C:2]1[CH:9]=[CH:8][C:5]([C:6]#[N:7])=[CH:4][CH:3]=1.[Cl:10][C:11]1[CH:17]=[CH:16][CH:15]=[CH:14][C:12]=1[NH2:13].C(=O)([O-])[O-].[Cs+].[Cs+], predict the reaction product. The product is: [Cl:10][C:11]1[CH:17]=[CH:16][CH:15]=[CH:14][C:12]=1[NH:13][C:2]1[CH:9]=[CH:8][C:5]([C:6]#[N:7])=[CH:4][CH:3]=1. (3) Given the reactants [Si]([O:18][CH2:19][C:20]1[S:21][C:22]([C:25]2[NH:26][C:27]([CH:30]([C:38]3[CH:43]=[CH:42][C:41]([S:44]([CH:47]4[CH2:49][CH2:48]4)(=[O:46])=[O:45])=[CH:40][CH:39]=3)[CH2:31][CH:32]3[CH2:37][CH2:36][O:35][CH2:34][CH2:33]3)=[CH:28][CH:29]=2)=[N:23][N:24]=1)(C(C)(C)C)(C1C=CC=CC=1)C1C=CC=CC=1.[F-].C([N+](CCCC)(CCCC)CCCC)CCC, predict the reaction product. The product is: [CH:47]1([S:44]([C:41]2[CH:42]=[CH:43][C:38]([CH:30]([C:27]3[NH:26][C:25]([C:22]4[S:21][C:20]([CH2:19][OH:18])=[N:24][N:23]=4)=[CH:29][CH:28]=3)[CH2:31][CH:32]3[CH2:33][CH2:34][O:35][CH2:36][CH2:37]3)=[CH:39][CH:40]=2)(=[O:45])=[O:46])[CH2:49][CH2:48]1.